This data is from Forward reaction prediction with 1.9M reactions from USPTO patents (1976-2016). The task is: Predict the product of the given reaction. (1) Given the reactants [F:1][C:2]1[CH:7]=[CH:6][CH:5]=[C:4]([F:8])[C:3]=1[NH:9][N:10]=[C:11]([CH3:17])[C:12]([O:14][CH2:15][CH3:16])=[O:13].O(Cl)Cl.[P+5].[C:22](=[O:25])(O)[O-].[Na+].[CH3:27]N(C)C=O, predict the reaction product. The product is: [F:1][C:2]1[CH:7]=[CH:6][CH:5]=[C:4]([F:8])[C:3]=1[N:9]1[CH:27]=[C:17]([CH:22]=[O:25])[C:11]([C:12]([O:14][CH2:15][CH3:16])=[O:13])=[N:10]1. (2) The product is: [OH:8][N:9]([CH2:12][CH:13]1[C:18](=[O:19])[NH:17][C:16]2[CH:20]=[CH:21][CH:22]=[CH:23][C:15]=2[S:14]1)[CH:10]=[O:11]. Given the reactants C([O:8][N:9]([CH2:12][CH:13]1[C:18](=[O:19])[NH:17][C:16]2[CH:20]=[CH:21][CH:22]=[CH:23][C:15]=2[S:14]1)[CH:10]=[O:11])C1C=CC=CC=1.C1CCC=CC=1, predict the reaction product. (3) Given the reactants [CH2:1]([O:3][C:4](=[O:9])[C:5](Br)([CH3:7])[CH3:6])[CH3:2].C(=O)([O-])[O-].[K+].[K+].[C:16]([O:20][C:21]([N:23]1[CH2:28][C@@H:27]2[CH2:29][C@H:24]1[CH2:25][NH:26]2)=[O:22])([CH3:19])([CH3:18])[CH3:17], predict the reaction product. The product is: [C:16]([O:20][C:21]([N:23]1[CH2:28][C@@H:27]2[CH2:29][C@H:24]1[CH2:25][N:26]2[C:5]([C:4]([O:3][CH2:1][CH3:2])=[O:9])([CH3:7])[CH3:6])=[O:22])([CH3:19])([CH3:17])[CH3:18]. (4) Given the reactants [CH:1]1([N:6]2[C:11]3[N:12]=[C:13]([NH:16][C:17]4[CH:26]=[CH:25][C:20]([C:21]([O:23]C)=[O:22])=[CH:19][CH:18]=4)[N:14]=[CH:15][C:10]=3[C:9]([CH3:27])=[CH:8][C:7]2=[O:28])[CH2:5][CH2:4][CH2:3][CH2:2]1.[Li+].[OH-].CO.O, predict the reaction product. The product is: [CH:1]1([N:6]2[C:11]3[N:12]=[C:13]([NH:16][C:17]4[CH:18]=[CH:19][C:20]([C:21]([OH:23])=[O:22])=[CH:25][CH:26]=4)[N:14]=[CH:15][C:10]=3[C:9]([CH3:27])=[CH:8][C:7]2=[O:28])[CH2:2][CH2:3][CH2:4][CH2:5]1. (5) Given the reactants [CH3:1][N:2]1[CH2:7][CH2:6][N:5]([C:8]([C:10]2[CH:15]=[CH:14][CH:13]=[C:12]([C:16]3[C:25]4[C:20](=[CH:21][CH:22]=[C:23](B5OC(C)(C)C(C)(C)O5)[CH:24]=4)[N:19]=[CH:18][N:17]=3)[CH:11]=2)=[O:9])[CH2:4][CH2:3]1.Br[C:36]1[CH:37]=[C:38]([C:45]([F:48])([F:47])[F:46])[C:39]([O:42][CH2:43][CH3:44])=[N:40][CH:41]=1.COCCOC.C([O-])([O-])=O.[Na+].[Na+], predict the reaction product. The product is: [CH2:43]([O:42][C:39]1[N:40]=[CH:41][C:36]([C:23]2[CH:24]=[C:25]3[C:20](=[CH:21][CH:22]=2)[N:19]=[CH:18][N:17]=[C:16]3[C:12]2[CH:11]=[C:10]([C:8]([N:5]3[CH2:6][CH2:7][N:2]([CH3:1])[CH2:3][CH2:4]3)=[O:9])[CH:15]=[CH:14][CH:13]=2)=[CH:37][C:38]=1[C:45]([F:48])([F:47])[F:46])[CH3:44]. (6) Given the reactants [F:1][C:2]1[CH:3]=[C:4]([NH:22]C(=O)C)[CH:5]=[CH:6][C:7]=1[S:8](=[O:21])(=[O:20])[NH:9][C:10]1[CH:11]=[CH:12][C:13]2[CH2:17][O:16][B:15]([OH:18])[C:14]=2[CH:19]=1.[OH-].[Na+], predict the reaction product. The product is: [NH2:22][C:4]1[CH:5]=[CH:6][C:7]([S:8]([NH:9][C:10]2[CH:11]=[CH:12][C:13]3[CH2:17][O:16][B:15]([OH:18])[C:14]=3[CH:19]=2)(=[O:20])=[O:21])=[C:2]([F:1])[CH:3]=1. (7) Given the reactants Cl.[N:2]1([C:6]([C:8]2[CH:40]=[CH:39][C:11]([O:12][C:13]3[CH:14]=[C:15]([CH:24]=[C:25]([O:27][C@@H:28]([CH3:38])[CH2:29][O:30][Si](C(C)(C)C)(C)C)[CH:26]=3)[C:16]([NH:18][C:19]3[S:20][CH:21]=[CH:22][N:23]=3)=[O:17])=[C:10]([F:41])[CH:9]=2)=[O:7])[CH2:5][CH2:4][CH2:3]1.C(=O)(O)[O-].[Na+], predict the reaction product. The product is: [N:2]1([C:6]([C:8]2[CH:40]=[CH:39][C:11]([O:12][C:13]3[CH:14]=[C:15]([CH:24]=[C:25]([O:27][C@@H:28]([CH3:38])[CH2:29][OH:30])[CH:26]=3)[C:16]([NH:18][C:19]3[S:20][CH:21]=[CH:22][N:23]=3)=[O:17])=[C:10]([F:41])[CH:9]=2)=[O:7])[CH2:3][CH2:4][CH2:5]1.